From a dataset of Catalyst prediction with 721,799 reactions and 888 catalyst types from USPTO. Predict which catalyst facilitates the given reaction. (1) Reactant: O.[OH-].[Li+].C[O:5][C:6](=[O:35])[CH2:7][CH2:8][CH2:9][CH2:10][C:11]1[CH:16]=[CH:15][C:14]([C:17]([N:19]2[CH2:28][C:27]3[CH:26]=[N:25][N:24]([CH3:29])[C:23]=3[NH:22][C:21]3[CH:30]=[CH:31][CH:32]=[CH:33][C:20]2=3)=[O:18])=[CH:13][C:12]=1[CH3:34]. Product: [CH3:34][C:12]1[CH:13]=[C:14]([C:17]([N:19]2[CH2:28][C:27]3[CH:26]=[N:25][N:24]([CH3:29])[C:23]=3[NH:22][C:21]3[CH:30]=[CH:31][CH:32]=[CH:33][C:20]2=3)=[O:18])[CH:15]=[CH:16][C:11]=1[CH2:10][CH2:9][CH2:8][CH2:7][C:6]([OH:35])=[O:5]. The catalyst class is: 20. (2) Reactant: [C:1]([CH2:6][C:7]([O:9][CH3:10])=[O:8])(=[O:5])[CH:2]([CH3:4])[CH3:3].[F:11][C:12]1[CH:19]=[CH:18][C:15]([C:16]#[N:17])=[CH:14][CH:13]=1.C1(C)C=CC=CC=1.[Sn](Cl)(Cl)(Cl)Cl. Product: [NH2:17][C:16](=[C:6]([C:1](=[O:5])[CH:2]([CH3:4])[CH3:3])[C:7]([O:9][CH3:10])=[O:8])[C:15]1[CH:18]=[CH:19][C:12]([F:11])=[CH:13][CH:14]=1. The catalyst class is: 81.